The task is: Predict the reactants needed to synthesize the given product.. This data is from Full USPTO retrosynthesis dataset with 1.9M reactions from patents (1976-2016). (1) Given the product [CH2:1]([O:3][C:4]1[CH:5]=[C:6]([C:10](=[O:18])[CH2:11][CH2:12][C:13]([OH:15])=[O:14])[CH:7]=[CH:8][CH:9]=1)[CH3:2], predict the reactants needed to synthesize it. The reactants are: [CH2:1]([O:3][C:4]1[CH:5]=[C:6]([C:10](=[O:18])[CH2:11][CH2:12][C:13]([O:15]CC)=[O:14])[CH:7]=[CH:8][CH:9]=1)[CH3:2].[OH-].[Na+]. (2) Given the product [CH3:1][O:2][C:3]1[CH:4]=[C:5]([CH:25]=[CH:26][C:27]=1[O:28][CH3:29])[CH2:6][N:7]1[C:12](=[O:13])[C:11]([CH3:14])=[C:10]([C:15]2[CH:20]=[CH:19][C:18]([O:21][C:31]3[N:32]=[CH:33][CH:34]=[C:35]4[C:40]=3[N:39]=[CH:38][CH:37]=[CH:36]4)=[CH:17][C:16]=2[CH3:22])[N:9]([CH3:23])[C:8]1=[O:24], predict the reactants needed to synthesize it. The reactants are: [CH3:1][O:2][C:3]1[CH:4]=[C:5]([CH:25]=[CH:26][C:27]=1[O:28][CH3:29])[CH2:6][N:7]1[C:12](=[O:13])[C:11]([CH3:14])=[C:10]([C:15]2[CH:20]=[CH:19][C:18]([OH:21])=[CH:17][C:16]=2[CH3:22])[N:9]([CH3:23])[C:8]1=[O:24].Cl[C:31]1[N:32]=[CH:33][CH:34]=[C:35]2[C:40]=1[N:39]=[CH:38][CH:37]=[CH:36]2.C(=O)([O-])[O-].[Cs+].[Cs+].C(P(C(C)(C)C)C1C(C)=C(C)C(C)=C(C)C=1C1C(C(C)C)=CC(C(C)C)=CC=1C(C)C)(C)(C)C. (3) Given the product [NH2:21][C:18]([CH3:20])([CH3:19])[C:17]#[C:16][C:13]1[N:14]=[CH:15][C:10]([C:8]2[CH:7]=[CH:6][N:5]=[C:4]([NH:22][CH:23]3[CH2:24][C:25]([CH3:32])([CH3:31])[NH:26][C:27]([CH3:30])([CH3:29])[CH2:28]3)[N:9]=2)=[CH:11][CH:12]=1, predict the reactants needed to synthesize it. The reactants are: CS([C:4]1[N:9]=[C:8]([C:10]2[CH:11]=[CH:12][C:13]([C:16]#[C:17][C:18]([NH2:21])([CH3:20])[CH3:19])=[N:14][CH:15]=2)[CH:7]=[CH:6][N:5]=1)=O.[NH2:22][CH:23]1[CH2:28][C:27]([CH3:30])([CH3:29])[NH:26][C:25]([CH3:32])([CH3:31])[CH2:24]1. (4) Given the product [C:36]([NH2:1])(=[O:37])[C:35]1[CH:39]=[CH:40][CH:41]=[CH:33][CH:34]=1, predict the reactants needed to synthesize it. The reactants are: [NH2:1]CC(N[C@@H]1CCN(C2CCN(C3C=CC(OC)=CC=3)CC2)C1)=O.C(N(CC)CC)C.Cl[C:33]1[CH:34]=[C:35]([CH:39]=[CH:40][C:41]=1Cl)[C:36](Cl)=[O:37].C([O-])(O)=O.[Na+].